From a dataset of Peptide-MHC class II binding affinity with 134,281 pairs from IEDB. Regression. Given a peptide amino acid sequence and an MHC pseudo amino acid sequence, predict their binding affinity value. This is MHC class II binding data. (1) The peptide sequence is PRTKYTATISGLKPG. The MHC is DRB1_0701 with pseudo-sequence DRB1_0701. The binding affinity (normalized) is 0.581. (2) The peptide sequence is YDKFLASVSTVLTGK. The MHC is DRB1_0701 with pseudo-sequence DRB1_0701. The binding affinity (normalized) is 0.778. (3) The peptide sequence is AFALVLLFCALASSC. The MHC is HLA-DQA10501-DQB10301 with pseudo-sequence HLA-DQA10501-DQB10301. The binding affinity (normalized) is 0.252. (4) The peptide sequence is MGRDIKVQFQSGGAN. The MHC is DRB1_1501 with pseudo-sequence DRB1_1501. The binding affinity (normalized) is 0.721. (5) The peptide sequence is YDTLGTLCNSTEDGP. The MHC is DRB1_0401 with pseudo-sequence DRB1_0401. The binding affinity (normalized) is 0.218. (6) The peptide sequence is GFKAALAAAAGVQPADKYRT. The MHC is HLA-DPA10201-DPB10501 with pseudo-sequence HLA-DPA10201-DPB10501. The binding affinity (normalized) is 0.261.